This data is from Full USPTO retrosynthesis dataset with 1.9M reactions from patents (1976-2016). The task is: Predict the reactants needed to synthesize the given product. (1) Given the product [CH2:20]([O:1][C:2]1[CH:3]=[C:4]([CH:8]=[C:9]([N+:11]([O-:13])=[O:12])[CH:10]=1)[C:5]([O:7][CH2:2][CH2:3][CH:4]([CH3:8])[CH3:5])=[O:6])[CH2:21][CH:22]([CH3:24])[CH3:23], predict the reactants needed to synthesize it. The reactants are: [OH:1][C:2]1[CH:3]=[C:4]([CH:8]=[C:9]([N+:11]([O-:13])=[O:12])[CH:10]=1)[C:5]([OH:7])=[O:6].C([O-])([O-])=O.[K+].[K+].[CH2:20](Br)[CH2:21][CH:22]([CH3:24])[CH3:23]. (2) Given the product [C:23]([C:27]1[N:28]=[C:29]([N:36]2[CH2:40][C:39]([F:41])([F:42])[C:38]([F:43])([F:44])[CH2:37]2)[C:30]2[C:31](=[N:33][N:34]([CH2:46][C:47]3[O:48][C:49]([CH3:52])=[N:50][N:51]=3)[N:35]=2)[N:32]=1)([CH3:26])([CH3:24])[CH3:25], predict the reactants needed to synthesize it. The reactants are: C(C1N=C(N2CCC(F)(F)C2)C2C(=NN(CC)N=2)N=1)(C)(C)C.[C:23]([C:27]1[N:28]=[C:29]([N:36]2[CH2:40][C:39]([F:42])([F:41])[C:38]([F:44])([F:43])[CH2:37]2)[C:30]2[N:35]=[N:34][NH:33][C:31]=2[N:32]=1)([CH3:26])([CH3:25])[CH3:24].Cl[CH2:46][C:47]1[O:48][C:49]([CH3:52])=[N:50][N:51]=1. (3) The reactants are: C[N:2](C)/[CH:3]=[CH:4]/[C:5]([C:7]1[C:12](=[O:13])[CH:11]=[CH:10][N:9]([C:14]2[CH:19]=[CH:18][CH:17]=[C:16]([S:20]([CH3:23])(=[O:22])=[O:21])[CH:15]=2)[N:8]=1)=O.[F:25][C:26]1[C:27]([CH3:34])=[C:28]([NH:32]N)[CH:29]=[CH:30][CH:31]=1. Given the product [F:25][C:26]1[C:27]([CH3:34])=[C:28]([N:32]2[C:5]([C:7]3[C:12](=[O:13])[CH:11]=[CH:10][N:9]([C:14]4[CH:19]=[CH:18][CH:17]=[C:16]([S:20]([CH3:23])(=[O:22])=[O:21])[CH:15]=4)[N:8]=3)=[CH:4][CH:3]=[N:2]2)[CH:29]=[CH:30][CH:31]=1, predict the reactants needed to synthesize it. (4) Given the product [CH2:1]([O:8][C:9]1[C:16]([O:17][CH3:18])=[CH:15][C:14]([N+:19]([O-:21])=[O:20])=[C:11]([CH:10]=1)[CH:12]=[O:13])[C:2]1[CH:3]=[CH:4][CH:5]=[CH:6][CH:7]=1, predict the reactants needed to synthesize it. The reactants are: [CH2:1]([O:8][C:9]1[CH:10]=[C:11]([CH:14]=[CH:15][C:16]=1[O:17][CH3:18])[CH:12]=[O:13])[C:2]1[CH:7]=[CH:6][CH:5]=[CH:4][CH:3]=1.[N+:19]([O-])([OH:21])=[O:20].